From a dataset of Full USPTO retrosynthesis dataset with 1.9M reactions from patents (1976-2016). Predict the reactants needed to synthesize the given product. (1) The reactants are: [C:1]([O:5][CH2:6][CH2:7][CH2:8][CH2:9][CH2:10][CH2:11][O:12][C:13]1[CH:21]=[CH:20][C:16]([C:17]([OH:19])=[O:18])=[CH:15][CH:14]=1)(=[O:4])[CH:2]=[CH2:3].[C:22]([C:24]1[CH:29]=[CH:28][C:27]([OH:30])=[CH:26][CH:25]=1)#[N:23]. Given the product [C:1]([O:5][CH2:6][CH2:7][CH2:8][CH2:9][CH2:10][CH2:11][O:12][C:13]1[CH:14]=[CH:15][C:16]([C:17]([OH:19])=[O:18])=[CH:20][CH:21]=1)(=[O:4])[CH:2]=[CH2:3].[C:22]([C:24]1[CH:29]=[CH:28][C:27]([OH:30])=[CH:26][CH:25]=1)#[N:23], predict the reactants needed to synthesize it. (2) Given the product [Br:1][C:2]1[C:3](=[O:14])[N:4]([CH3:15])[CH:5]=[C:6]([N:8]2[CH2:9][CH2:10][O:11][CH2:12][CH2:13]2)[CH:7]=1, predict the reactants needed to synthesize it. The reactants are: [Br:1][C:2]1[C:3]([OH:14])=[N:4][CH:5]=[C:6]([N:8]2[CH2:13][CH2:12][O:11][CH2:10][CH2:9]2)[CH:7]=1.[C:15](=O)([O-])[O-].[K+].[K+].IC. (3) Given the product [Br:1][C:2]1[CH:7]=[C:6]([Br:8])[CH:5]=[C:4]([CH2:9][C:11]2[CH:16]=[CH:15][CH:14]=[CH:13][CH:12]=2)[CH:3]=1, predict the reactants needed to synthesize it. The reactants are: [Br:1][C:2]1[CH:3]=[C:4]([CH:9]([C:11]2[CH:16]=[CH:15][CH:14]=[CH:13][CH:12]=2)O)[CH:5]=[C:6]([Br:8])[CH:7]=1.C([SiH](CC)CC)C.B(F)(F)F.CCOCC.C(=O)(O)[O-].[Na+]. (4) Given the product [C:34]([O:33][C:32](=[O:38])[NH:31][CH2:30][CH2:29][O:23][C:20]1[CH:19]=[CH:18][C:17]2[N:16]=[CH:15][C:14]3[N:24]=[C:11]([CH2:10][O:9][CH2:7][CH3:8])[N:12]([CH2:25][CH2:26][CH3:27])[C:13]=3[C:22]=2[CH:21]=1)([CH3:37])([CH3:36])[CH3:35], predict the reactants needed to synthesize it. The reactants are: C(=O)([O-])[O-].[Cs+].[Cs+].[CH2:7]([O:9][CH2:10][C:11]1[N:12]([CH2:25][CH2:26][CH3:27])[C:13]2[C:22]3[CH:21]=[C:20]([OH:23])[CH:19]=[CH:18][C:17]=3[N:16]=[CH:15][C:14]=2[N:24]=1)[CH3:8].I[CH2:29][CH2:30][NH:31][C:32](=[O:38])[O:33][C:34]([CH3:37])([CH3:36])[CH3:35]. (5) Given the product [CH3:15][C:16]1[CH:25]=[C:24]([CH2:26][O:27][C:28]2[CH:29]=[CH:30][C:31]([C:32]([NH:34][CH2:35][C:36]3([CH:45]4[CH2:50][CH2:49][N:48]([CH2:59][C:55]5[CH:54]=[N:53][CH:58]=[CH:57][CH:56]=5)[CH2:47][CH2:46]4)[C:37](=[O:44])[NH:38][C:39](=[O:43])[NH:40][C:41]3=[O:42])=[O:33])=[CH:51][CH:52]=2)[C:23]2[C:18](=[CH:19][CH:20]=[CH:21][CH:22]=2)[N:17]=1, predict the reactants needed to synthesize it. The reactants are: FC(F)(F)C(O)=O.FC(F)(F)C(O)=O.[CH3:15][C:16]1[CH:25]=[C:24]([CH2:26][O:27][C:28]2[CH:52]=[CH:51][C:31]([C:32]([NH:34][CH2:35][C:36]3([CH:45]4[CH2:50][CH2:49][NH:48][CH2:47][CH2:46]4)[C:41](=[O:42])[NH:40][C:39](=[O:43])[NH:38][C:37]3=[O:44])=[O:33])=[CH:30][CH:29]=2)[C:23]2[C:18](=[CH:19][CH:20]=[CH:21][CH:22]=2)[N:17]=1.[N:53]1[CH:58]=[CH:57][CH:56]=[C:55]([CH:59]=O)[CH:54]=1.